From a dataset of Forward reaction prediction with 1.9M reactions from USPTO patents (1976-2016). Predict the product of the given reaction. (1) Given the reactants [Cl:1][C:2]1[CH:7]=[CH:6][N:5]=[C:4]2[CH:8]=[C:9]([C:11]3[N:12]([CH3:16])[CH:13]=[N:14][CH:15]=3)[S:10][C:3]=12.[Li]CCCC.C1(C)C=CC(S([C:31]#[N:32])(=O)=O)=CC=1, predict the reaction product. The product is: [Cl:1][C:2]1[CH:7]=[CH:6][N:5]=[C:4]2[CH:8]=[C:9]([C:11]3[N:12]([CH3:16])[C:13]([C:31]#[N:32])=[N:14][CH:15]=3)[S:10][C:3]=12. (2) Given the reactants FC(F)(F)C(O)=O.C(OC(=O)[N:14]([S:32]([CH3:35])(=[O:34])=[O:33])[CH2:15][CH2:16][C:17]1[CH:22]=[CH:21][C:20]([B:23]2[O:27][C:26]([CH3:29])([CH3:28])[C:25]([CH3:31])([CH3:30])[O:24]2)=[CH:19][CH:18]=1)(C)(C)C.[OH-].[Na+], predict the reaction product. The product is: [CH3:28][C:26]1([CH3:29])[C:25]([CH3:30])([CH3:31])[O:24][B:23]([C:20]2[CH:19]=[CH:18][C:17]([CH2:16][CH2:15][NH:14][S:32]([CH3:35])(=[O:34])=[O:33])=[CH:22][CH:21]=2)[O:27]1.